This data is from Full USPTO retrosynthesis dataset with 1.9M reactions from patents (1976-2016). The task is: Predict the reactants needed to synthesize the given product. Given the product [CH3:22][O:21][C:19]([C:16]1([CH3:1])[CH2:17][CH2:18][O:13][CH2:14][CH2:15]1)=[O:20], predict the reactants needed to synthesize it. The reactants are: [CH:1](NC(C)C)(C)C.[Li]CCCC.[O:13]1[CH2:18][CH2:17][CH:16]([C:19]([O:21][CH3:22])=[O:20])[CH2:15][CH2:14]1.IC.